Dataset: Peptide-MHC class II binding affinity with 134,281 pairs from IEDB. Task: Regression. Given a peptide amino acid sequence and an MHC pseudo amino acid sequence, predict their binding affinity value. This is MHC class II binding data. The peptide sequence is QGQWRGAAGTAAQAA. The MHC is DRB4_0101 with pseudo-sequence DRB4_0103. The binding affinity (normalized) is 0.165.